Dataset: Full USPTO retrosynthesis dataset with 1.9M reactions from patents (1976-2016). Task: Predict the reactants needed to synthesize the given product. (1) Given the product [C:1]([C:4]1[CH:5]=[CH:6][C:7]([N:10]2[CH2:15][CH2:14][N:13]([CH2:16][C:17]([N:19]3[CH2:20][CH2:21][N:22]([CH:25]4[CH2:27][CH2:28][CH2:29]4)[CH2:23][CH2:24]3)=[O:18])[CH2:12][C:11]2=[O:33])=[CH:8][CH:9]=1)(=[O:3])[CH3:2], predict the reactants needed to synthesize it. The reactants are: [C:1]([C:4]1[CH:9]=[CH:8][C:7]([N:10]2[CH2:15][CH2:14][N:13]([CH2:16][C:17]([N:19]3[CH2:24][CH2:23][N:22]([CH:25]4[CH2:29][CH2:28][CH2:27]C4)[CH2:21][CH2:20]3)=[O:18])[CH2:12][CH2:11]2)=[CH:6][CH:5]=1)(=[O:3])[CH3:2].ClCC(N1CCN(C2CCC2)CC1)=[O:33]. (2) Given the product [NH:1]1[CH:5]=[CH:4][CH:3]=[C:2]1[CH2:6][NH:7][C:19]([NH:18][C:15]1[CH:16]=[CH:17][C:12]([O:11][CH:8]([CH3:10])[CH3:9])=[CH:13][CH:14]=1)=[S:20], predict the reactants needed to synthesize it. The reactants are: [NH:1]1[CH:5]=[CH:4][CH:3]=[C:2]1[CH2:6][NH2:7].[CH:8]([O:11][C:12]1[CH:17]=[CH:16][C:15]([N:18]=[C:19]=[S:20])=[CH:14][CH:13]=1)([CH3:10])[CH3:9]. (3) Given the product [C:13]([NH:12]/[C:10](=[CH:11]\[C:18]1[CH:24]=[CH:23][C:21]([NH2:22])=[C:20]([CH:25]([CH3:27])[CH3:26])[CH:19]=1)/[C:9]([O:8][CH3:1])=[O:16])(=[O:15])[CH3:14], predict the reactants needed to synthesize it. The reactants are: [CH2:1]([O:8][C:9](=[O:16])[C:10]([NH:12][C:13](=[O:15])[CH3:14])=[CH2:11])C1C=CC=CC=1.Br[C:18]1[CH:24]=[CH:23][C:21]([NH2:22])=[C:20]([CH:25]([CH3:27])[CH3:26])[CH:19]=1.BrC1C=CC(N)=C(CC)C=1. (4) The reactants are: [CH2:1]([O:8][C:9](=[O:21])[C@@H:10]([NH:13][C:14]([O:16][C:17]([CH3:20])([CH3:19])[CH3:18])=[O:15])[CH2:11][OH:12])[C:2]1[CH:7]=[CH:6][CH:5]=[CH:4][CH:3]=1.F[B-](F)(F)F.[CH3:27][O+](C)C.CN(C1C2C(N(C)C)=CC=CC=2C=CC=1)C. Given the product [CH2:1]([O:8][C:9](=[O:21])[C@@H:10]([NH:13][C:14]([O:16][C:17]([CH3:18])([CH3:20])[CH3:19])=[O:15])[CH2:11][O:12][CH3:27])[C:2]1[CH:7]=[CH:6][CH:5]=[CH:4][CH:3]=1, predict the reactants needed to synthesize it. (5) Given the product [CH2:32]([O:31][C:20]1[C:21]([CH:28]([CH3:30])[CH3:29])=[CH:22][C:23]([CH:25]([CH3:26])[CH3:27])=[CH:24][C:19]=1[C:14]1[CH:15]=[CH:16][CH:17]=[C:18]2[C:13]=1[CH:12]=[C:11]([C:36]([CH3:41])=[CH:37][C:38]([OH:40])=[O:39])[NH:10]2)[CH2:33][CH2:34][CH3:35], predict the reactants needed to synthesize it. The reactants are: C1(S([N:10]2[C:18]3[C:13](=[C:14]([C:19]4[CH:24]=[C:23]([CH:25]([CH3:27])[CH3:26])[CH:22]=[C:21]([CH:28]([CH3:30])[CH3:29])[C:20]=4[O:31][CH2:32][CH2:33][CH2:34][CH3:35])[CH:15]=[CH:16][CH:17]=3)[CH:12]=[C:11]2[C:36]([CH3:41])=[CH:37][C:38]([OH:40])=[O:39])(=O)=O)C=CC=CC=1.[OH-].[K+].Cl. (6) Given the product [CH3:1][O:2][C:3](=[O:15])[C@H:4]([NH:7][C:8]([O:10][C:11]([CH3:12])([CH3:14])[CH3:13])=[O:9])[CH2:5][O:6][Si:21]([C:34]([CH3:37])([CH3:36])[CH3:35])([C:28]1[CH:29]=[CH:30][CH:31]=[CH:32][CH:33]=1)[C:22]1[CH:27]=[CH:26][CH:25]=[CH:24][CH:23]=1, predict the reactants needed to synthesize it. The reactants are: [CH3:1][O:2][C:3](=[O:15])[C@H:4]([NH:7][C:8]([O:10][C:11]([CH3:14])([CH3:13])[CH3:12])=[O:9])[CH2:5][OH:6].N1C=CN=C1.[Si:21](Cl)([C:34]([CH3:37])([CH3:36])[CH3:35])([C:28]1[CH:33]=[CH:32][CH:31]=[CH:30][CH:29]=1)[C:22]1[CH:27]=[CH:26][CH:25]=[CH:24][CH:23]=1. (7) Given the product [CH3:12][O:13][C:14]1[CH:19]=[CH:18][CH:17]=[CH:16][C:15]=1[C:9]1[CH:8]=[CH:7][C:4]([C:5]#[N:6])=[CH:3][N:10]=1, predict the reactants needed to synthesize it. The reactants are: C([C:3]1[N:10]=[C:9](Br)[CH:8]=[CH:7][C:4]=1[C:5]#[N:6])C.[CH3:12][O:13][C:14]1[CH:19]=[CH:18][CH:17]=[CH:16][C:15]=1B(O)O.C([O-])([O-])=O.[K+].[K+].